This data is from Catalyst prediction with 721,799 reactions and 888 catalyst types from USPTO. The task is: Predict which catalyst facilitates the given reaction. Reactant: CN(C=O)C.C(Cl)(=O)C(Cl)=O.[Cl:12][C:13]1[C:21]([I:22])=[CH:20][C:16]([C:17]([OH:19])=O)=[CH:15][N:14]=1.CCN(C(C)C)C(C)C.[F:32][C:33]([F:43])([F:42])[O:34][C:35]1[CH:41]=[CH:40][C:38]([NH2:39])=[CH:37][CH:36]=1.C(O)(=O)CC(CC(O)=O)(C(O)=O)O. Product: [Cl:12][C:13]1[C:21]([I:22])=[CH:20][C:16]([C:17]([NH:39][C:38]2[CH:40]=[CH:41][C:35]([O:34][C:33]([F:32])([F:42])[F:43])=[CH:36][CH:37]=2)=[O:19])=[CH:15][N:14]=1. The catalyst class is: 635.